Predict the reactants needed to synthesize the given product. From a dataset of Full USPTO retrosynthesis dataset with 1.9M reactions from patents (1976-2016). Given the product [Br:1][C:2]1[C:6]2[CH:7]=[N:8][C:9]([NH2:23])=[C:10]([O:11][C@@H:12]([C:14]3[C:19]([Cl:20])=[CH:18][CH:17]=[C:16]([F:21])[C:15]=3[Cl:22])[CH3:13])[C:5]=2[O:4][CH:3]=1, predict the reactants needed to synthesize it. The reactants are: [Br:1][C:2]1[C:6]2[CH:7]=[N:8][C:9]([N+:23]([O-])=O)=[C:10]([O:11][CH:12]([C:14]3[C:19]([Cl:20])=[CH:18][CH:17]=[C:16]([F:21])[C:15]=3[Cl:22])[CH3:13])[C:5]=2[O:4][CH:3]=1.